Dataset: Forward reaction prediction with 1.9M reactions from USPTO patents (1976-2016). Task: Predict the product of the given reaction. (1) Given the reactants [C:1]([N:5]1[C:9]2[N:10]=[C:11]([NH2:14])[N:12]=[CH:13][C:8]=2[CH:7]=[CH:6]1)([CH3:4])([CH3:3])[CH3:2].C(N(CC)CC)C.[CH3:22][C:23]1[CH:31]=[CH:30][C:26]([C:27](Cl)=[O:28])=[CH:25][CH:24]=1, predict the reaction product. The product is: [C:1]([N:5]1[C:9]2[N:10]=[C:11]([NH:14][C:27](=[O:28])[C:26]3[CH:30]=[CH:31][C:23]([CH3:22])=[CH:24][CH:25]=3)[N:12]=[CH:13][C:8]=2[CH:7]=[CH:6]1)([CH3:4])([CH3:2])[CH3:3]. (2) Given the reactants [O:1]([C:3]1[CH:8]=[CH:7][C:6]([C:9]2[N:18]=[C:17]([C:19]([OH:21])=O)[C:16]3[C:11](=[CH:12][CH:13]=[CH:14][CH:15]=3)[N:10]=2)=[CH:5][CH:4]=1)[CH3:2].Cl.[CH3:23][O:24][C:25]1[C:34]([O:35][CH3:36])=[CH:33][CH:32]=[C:31]2[C:26]=1[CH2:27][CH2:28][NH:29][CH2:30]2, predict the reaction product. The product is: [O:1]([C:3]1[CH:8]=[CH:7][C:6]([C:9]2[N:18]=[C:17]([C:19]([N:29]3[CH2:28][CH2:27][C:26]4[C:31](=[CH:32][CH:33]=[C:34]([O:35][CH3:36])[C:25]=4[O:24][CH3:23])[CH2:30]3)=[O:21])[C:16]3[C:11](=[CH:12][CH:13]=[CH:14][CH:15]=3)[N:10]=2)=[CH:5][CH:4]=1)[CH3:2]. (3) The product is: [CH3:20][C:19]([C:21]([NH:23][C@H:24]([C:28]([N:30]([C@@H:32]([C@@H:62]([CH3:65])[CH2:63][CH3:64])[C@H:33]([O:60][CH3:61])[CH2:34][C:35]([N:37]1[CH2:41][CH2:40][CH2:39][C@H:38]1[C@H:42]([O:58][CH3:59])[C@@H:43]([CH3:57])[C:44]([NH:46][C@H:47]([CH3:56])[C@@H:48]([OH:55])[C:49]1[CH:54]=[CH:53][CH:52]=[CH:51][CH:50]=1)=[O:45])=[O:36])[CH3:31])=[O:29])[CH:25]([CH3:26])[CH3:27])=[O:22])([CH3:66])[NH2:18]. Given the reactants C1C2C(COC([NH:18][C:19]([CH3:66])([C:21]([NH:23][C@H:24]([C:28]([N:30]([C@@H:32]([C@@H:62]([CH3:65])[CH2:63][CH3:64])[C@H:33]([O:60][CH3:61])[CH2:34][C:35]([N:37]3[CH2:41][CH2:40][CH2:39][C@H:38]3[C@H:42]([O:58][CH3:59])[C@@H:43]([CH3:57])[C:44]([NH:46][C@H:47]([CH3:56])[C@@H:48]([OH:55])[C:49]3[CH:54]=[CH:53][CH:52]=[CH:51][CH:50]=3)=[O:45])=[O:36])[CH3:31])=[O:29])[CH:25]([CH3:27])[CH3:26])=[O:22])[CH3:20])=O)C3C(=CC=CC=3)C=2C=CC=1.C(OCC)C.CCCCCCC, predict the reaction product.